Dataset: M1 muscarinic receptor agonist screen with 61,833 compounds. Task: Binary Classification. Given a drug SMILES string, predict its activity (active/inactive) in a high-throughput screening assay against a specified biological target. (1) The drug is S1C(Cc2nc(SCC(=O)NCC3OCCC3)n(c(=O)c12)CCOC)C. The result is 0 (inactive). (2) The compound is OC(Cn1c2c(nc1C)cccc2)COc1ccc(cc1)C(=O)CC. The result is 1 (active). (3) The drug is Brc1cc(C(=O)N2CCOCC2)coc1=O. The result is 0 (inactive). (4) The compound is O=C1N(C(=O)C2C3C4(C(C12)C=C3)CC4)c1cc(OC(=O)C)ccc1. The result is 0 (inactive).